From a dataset of Reaction yield outcomes from USPTO patents with 853,638 reactions. Predict the reaction yield, written as a fraction of the theoretical maximum amount of product (1.0 means a 100% yield; for example, 0.34 means a 34% yield). The reactants are [CH3:1][O:2][C:3]1[CH:4]=[C:5]2[C:10](=[CH:11][C:12]=1[O:13][CH3:14])[N:9]=[CH:8][CH:7]=[C:6]2[O:15][C:16]1[CH:22]=[CH:21][C:19]([NH2:20])=[CH:18][CH:17]=1.C(N(CC)CC)C.ClC(Cl)(O[C:34](=[O:40])OC(Cl)(Cl)Cl)Cl.[N:42]1([CH2:48][CH2:49][NH2:50])[CH2:47][CH2:46][CH2:45][CH2:44][CH2:43]1. The catalyst is C(Cl)(Cl)Cl.O. The product is [CH3:1][O:2][C:3]1[CH:4]=[C:5]2[C:10](=[CH:11][C:12]=1[O:13][CH3:14])[N:9]=[CH:8][CH:7]=[C:6]2[O:15][C:16]1[CH:22]=[CH:21][C:19]([NH:20][C:34]([NH:50][CH2:49][CH2:48][N:42]2[CH2:47][CH2:46][CH2:45][CH2:44][CH2:43]2)=[O:40])=[CH:18][CH:17]=1. The yield is 0.780.